Dataset: NCI-60 drug combinations with 297,098 pairs across 59 cell lines. Task: Regression. Given two drug SMILES strings and cell line genomic features, predict the synergy score measuring deviation from expected non-interaction effect. (1) Drug 2: C1=CC(=CC=C1C#N)C(C2=CC=C(C=C2)C#N)N3C=NC=N3. Cell line: SN12C. Synergy scores: CSS=5.74, Synergy_ZIP=-9.10, Synergy_Bliss=-9.56, Synergy_Loewe=-25.0, Synergy_HSA=-11.5. Drug 1: C1=CC(=CC=C1CCC2=CNC3=C2C(=O)NC(=N3)N)C(=O)NC(CCC(=O)O)C(=O)O. (2) Drug 1: CS(=O)(=O)C1=CC(=C(C=C1)C(=O)NC2=CC(=C(C=C2)Cl)C3=CC=CC=N3)Cl. Drug 2: C1CCC(CC1)NC(=O)N(CCCl)N=O. Cell line: NCIH23. Synergy scores: CSS=17.9, Synergy_ZIP=-7.65, Synergy_Bliss=2.03, Synergy_Loewe=-2.63, Synergy_HSA=1.54. (3) Drug 1: C(=O)(N)NO. Drug 2: C1CN(P(=O)(OC1)NCCCl)CCCl. Cell line: TK-10. Synergy scores: CSS=4.90, Synergy_ZIP=-1.94, Synergy_Bliss=-1.34, Synergy_Loewe=2.20, Synergy_HSA=0.329. (4) Drug 1: CCC1(CC2CC(C3=C(CCN(C2)C1)C4=CC=CC=C4N3)(C5=C(C=C6C(=C5)C78CCN9C7C(C=CC9)(C(C(C8N6C)(C(=O)OC)O)OC(=O)C)CC)OC)C(=O)OC)O.OS(=O)(=O)O. Drug 2: C1C(C(OC1N2C=NC3=C2NC=NCC3O)CO)O. Cell line: SK-MEL-28. Synergy scores: CSS=-3.05, Synergy_ZIP=0.643, Synergy_Bliss=-0.395, Synergy_Loewe=-1.82, Synergy_HSA=-2.13.